Dataset: Reaction yield outcomes from USPTO patents with 853,638 reactions. Task: Predict the reaction yield, written as a fraction of the theoretical maximum amount of product (1.0 means a 100% yield; for example, 0.34 means a 34% yield). The reactants are [F:1][C:2]1[CH:7]=[CH:6][CH:5]=[C:4]([F:8])[C:3]=1[C:9]1[NH:13][C:12]([C:14]2[N:19]=[C:18]([NH:20][S:21]([CH:24]([CH3:26])[CH3:25])(=[O:23])=[O:22])[C:17]([N+:27]([O-:29])=[O:28])=[CH:16][CH:15]=2)=[C:11]([C:30]2[CH:35]=[CH:34][CH:33]=[CH:32][CH:31]=2)[N:10]=1.[BH4-].[Na+]. The catalyst is CO.[Pd]. The product is [N+:27]([C:17]1[C:18]([NH:20][S:21]([CH:24]([CH3:26])[CH3:25])(=[O:23])=[O:22])=[N:19][C:14]([C:12]#[C:11][C:30]2[CH:35]=[CH:34][CH:33]=[CH:32][CH:31]=2)=[CH:15][CH:16]=1)([O-:29])=[O:28].[NH2:27][C:17]1[C:18]([NH:20][S:21]([CH:24]([CH3:26])[CH3:25])(=[O:23])=[O:22])=[N:19][C:14]([C:12]2[NH:13][C:9]([C:3]3[C:2]([F:1])=[CH:7][CH:6]=[CH:5][C:4]=3[F:8])=[N:10][C:11]=2[C:30]2[CH:31]=[CH:32][CH:33]=[CH:34][CH:35]=2)=[CH:15][CH:16]=1. The yield is 0.980.